This data is from Full USPTO retrosynthesis dataset with 1.9M reactions from patents (1976-2016). The task is: Predict the reactants needed to synthesize the given product. (1) Given the product [NH2:1][C:2]1[S:3][CH:4]=[C:5]([C:9]2[CH:14]=[CH:13][C:12]([OH:15])=[CH:11][CH:10]=2)[C:6]=1[C:7]#[N:8], predict the reactants needed to synthesize it. The reactants are: [NH2:1][C:2]1[S:3][CH:4]=[C:5]([C:9]2[CH:14]=[CH:13][C:12]([O:15]CC3C=CC=CC=3)=[CH:11][CH:10]=2)[C:6]=1[C:7]#[N:8].B(Br)(Br)Br. (2) Given the product [F:21][C:2]([F:1])([F:20])[CH2:3][C:4]1[CH:9]=[CH:8][C:7]([CH:10]2[CH2:15][N:14]([C:30]([O:32][C:33]3[CH:34]=[CH:35][C:36]([N+:39]([O-:41])=[O:40])=[CH:37][CH:38]=3)=[O:31])[CH2:13][CH:12]([C:16]([O:18][CH3:19])=[O:17])[CH2:11]2)=[CH:6][CH:5]=1, predict the reactants needed to synthesize it. The reactants are: [F:1][C:2]([F:21])([F:20])[CH2:3][C:4]1[CH:9]=[CH:8][C:7]([CH:10]2[CH2:15][NH:14][CH2:13][CH:12]([C:16]([O:18][CH3:19])=[O:17])[CH2:11]2)=[CH:6][CH:5]=1.C(N(CC)CC)C.Cl[C:30]([O:32][C:33]1[CH:38]=[CH:37][C:36]([N+:39]([O-:41])=[O:40])=[CH:35][CH:34]=1)=[O:31].